From a dataset of Experimentally validated miRNA-target interactions with 360,000+ pairs, plus equal number of negative samples. Binary Classification. Given a miRNA mature sequence and a target amino acid sequence, predict their likelihood of interaction. (1) The miRNA is mmu-miR-1193-5p with sequence UGGUAGACCGGUGACGUACA. The protein sequence of the target gene is MPADLSGTWTLLSSDNFEGYMLALGIDFATRKIAKLLKPQKVIEQNGDSFTIHTNSSLRNYFVKFKVGEEFDEDNRGLDNRKCKSLVIWDNDRLTCIQKGEKKNRGWTHWIEGDKLHLEMFCEGQVCKQTFQRA. Result: 0 (no interaction). (2) The miRNA is hsa-miR-3134 with sequence UGAUGGAUAAAAGACUACAUAUU. Result: 1 (interaction). The protein sequence of the target gene is MAAPSPSGGGGSGGGSGSGTPGPVGSPAPGHPAVSSMQGKRKALKLNFANPPFKSTARFTLNPNPTGVQNPHIERLRTHSIESSGKLKISPEQHWDFTAEDLKDLGEIGRGAYGSVNKMVHKPSGQIMAVKRIRSTVDEKEQKQLLMDLDVVMRSSDCPYIVQFYGALFREGDCWICMELMSTSFDKFYKYVYSVLDDVIPEEILGKITLATVKALNHLKENLKIIHRDIKPSNILLDRSGNIKLCDFGISGQLVDSIAKTRDAGCRPYMAPERIDPSASRQGYDVRSDVWSLGITLYEL.... (3) The miRNA is mmu-miR-6948-5p with sequence AGUUCAGACAGGACUGUGACAC. The protein sequence of the target gene is MSVNMDELKHQVMINQFVLTAGCAADQAKQLLQAAHWQFETALSAFFQETNIPYSHHHHQMMCTPANTPATPPNFPDALTMFSRLKASESFHSGGSGSPMAATATSPPPHFPHAATSSSAASSWPTAASPPGGPQHHQPQPPLWTPTPPSPASDWPPLAPQQATSEPRAHPAMEAER. Result: 0 (no interaction). (4) Result: 1 (interaction). The miRNA is hsa-miR-329-3p with sequence AACACACCUGGUUAACCUCUUU. The protein sequence of the target gene is MRPAFALCLLWQALWPGPGGGEHPTADRAGCSASGACYSLHHATMKRQAAEEACILRGGALSTVRAGAELRAVLALLRAGPGPGGGSKDLLFWVALERRRSHCTLENEPLRGFSWLSSDPGGLESDTLQWVEEPQRSCTARRCAVLQATGGVEPAGWKEMRCHLRANGYLCKYQFEVLCPAPRPGAASNLSYRAPFQLHSAALDFSPPGTEVSALCRGQLPISVTCIADEIGARWDKLSGDVLCPCPGRYLRAGKCAELPNCLDDLGGFACECATGFELGKDGRSCVTSGEGQPTLGGTG....